From a dataset of Reaction yield outcomes from USPTO patents with 853,638 reactions. Predict the reaction yield, written as a fraction of the theoretical maximum amount of product (1.0 means a 100% yield; for example, 0.34 means a 34% yield). (1) The reactants are [CH:1]1([C:4]2[CH:9]=[CH:8][C:7]([CH2:10][C:11]([O:13]C)=[O:12])=[CH:6][CH:5]=2)[CH2:3][CH2:2]1.O.[OH-].[Li+].Cl. The catalyst is C1COCC1.CO.O. The product is [CH:1]1([C:4]2[CH:9]=[CH:8][C:7]([CH2:10][C:11]([OH:13])=[O:12])=[CH:6][CH:5]=2)[CH2:2][CH2:3]1. The yield is 0.980. (2) The reactants are [Br:1][C:2]1[CH:3]=[N:4][NH:5][CH:6]=1.[C:7](Cl)([C:20]1[CH:25]=[CH:24][CH:23]=[CH:22][CH:21]=1)([C:14]1[CH:19]=[CH:18][CH:17]=[CH:16][CH:15]=1)[C:8]1[CH:13]=[CH:12][CH:11]=[CH:10][CH:9]=1.N1C=CC=CC=1. The catalyst is CN(C)C1C=CN=CC=1.ClCCl. The product is [Br:1][C:2]1[CH:3]=[N:4][N:5]([C:7]([C:8]2[CH:13]=[CH:12][CH:11]=[CH:10][CH:9]=2)([C:20]2[CH:21]=[CH:22][CH:23]=[CH:24][CH:25]=2)[C:14]2[CH:15]=[CH:16][CH:17]=[CH:18][CH:19]=2)[CH:6]=1. The yield is 0.960. (3) The reactants are CO[C:3](=[O:12])[C:4]1[CH:9]=[CH:8][CH:7]=[CH:6][C:5]=1[CH2:10]Br.[CH3:13][O:14][C:15]1[CH:16]=[C:17]([CH2:21][CH2:22][CH2:23][NH2:24])[CH:18]=[CH:19][CH:20]=1.C([O-])([O-])=O.[K+].[K+].C(OCC)(=O)C. The catalyst is C1(C)C=CC=CC=1.CCCCCC. The product is [CH3:13][O:14][C:15]1[CH:16]=[C:17]([CH2:21][CH2:22][CH2:23][N:24]2[CH2:10][C:5]3[C:4](=[CH:9][CH:8]=[CH:7][CH:6]=3)[C:3]2=[O:12])[CH:18]=[CH:19][CH:20]=1. The yield is 0.620. (4) The reactants are [F:1][C:2]1[CH:3]=[C:4]([OH:9])[CH:5]=[CH:6][C:7]=1[NH2:8].CC(C)([O-])C.[K+].[Cl:16][C:17]1[CH:22]=[C:21](Cl)[CH:20]=[CH:19][N:18]=1. The catalyst is CC(N(C)C)=O. The product is [Cl:16][C:17]1[CH:22]=[C:21]([O:9][C:4]2[CH:5]=[CH:6][C:7]([NH2:8])=[C:2]([F:1])[CH:3]=2)[CH:20]=[CH:19][N:18]=1. The yield is 0.860. (5) The reactants are C([O:3][C:4]([C:6]1[CH:7]=[C:8]2[C:12](=[CH:13][CH:14]=1)[N:11]([CH:15]1[CH2:20][CH2:19][CH2:18][CH2:17][O:16]1)[N:10]=[C:9]2[C:21]1[O:22][C:23]2[CH:29]=[CH:28][CH:27]=[CH:26][C:24]=2[CH:25]=1)=[O:5])C.O1CCCC1.[OH-].[Na+].Cl. The catalyst is O.CO. The product is [O:22]1[C:23]2[CH:29]=[CH:28][CH:27]=[CH:26][C:24]=2[CH:25]=[C:21]1[C:9]1[C:8]2[C:12](=[CH:13][CH:14]=[C:6]([C:4]([OH:5])=[O:3])[CH:7]=2)[N:11]([CH:15]2[CH2:20][CH2:19][CH2:18][CH2:17][O:16]2)[N:10]=1. The yield is 0.400. (6) The reactants are C([O-])(=O)C.[K+].[B:15]1([B:15]2[O:19][C:18]([CH3:21])([CH3:20])[C:17]([CH3:23])([CH3:22])[O:16]2)[O:19][C:18]([CH3:21])([CH3:20])[C:17]([CH3:23])([CH3:22])[O:16]1.Br[C:25]1[CH:26]=[CH:27][C:28]([S:31][CH3:32])=[N:29][CH:30]=1. The catalyst is C1C=CC(P(C2C=CC=CC=2)[C-]2C=CC=C2)=CC=1.C1C=CC(P(C2C=CC=CC=2)[C-]2C=CC=C2)=CC=1.Cl[Pd]Cl.[Fe+2].CS(C)=O. The product is [CH3:32][S:31][C:28]1[CH:27]=[CH:26][C:25]([B:15]2[O:16][C:17]([CH3:22])([CH3:23])[C:18]([CH3:20])([CH3:21])[O:19]2)=[CH:30][N:29]=1. The yield is 0.970. (7) The reactants are [CH3:1][N:2]1[CH2:23][C:8]23[CH2:9][CH2:10][CH:11]4[CH:20]([CH:7]2[CH2:6][CH2:5][CH:4]3[CH:3]1[CH3:24])[CH2:19][CH:18]=[C:17]1[C:12]4([CH3:22])[CH2:13][CH2:14][CH:15]([OH:21])[CH2:16]1.[H-].[Na+].I[CH3:28]. The catalyst is CN(C=O)C. The product is [CH3:28][O:21][CH:15]1[CH2:16][C:17]2[C:12]([CH3:22])([CH:11]3[CH:20]([CH2:19][CH:18]=2)[CH:7]2[CH2:6][CH2:5][CH:4]4[CH:3]([CH3:24])[N:2]([CH3:1])[CH2:23][C:8]24[CH2:9][CH2:10]3)[CH2:13][CH2:14]1. The yield is 0.380. (8) The yield is 0.780. The product is [Cl:19][C:20]1[CH:21]=[C:22]([CH:43]=[CH:44][C:45]=1[F:12])[NH:23][C:24]1[C:33]2[C:28](=[CH:29][C:30]([O:41][CH2:10][CH2:9][O:8][CH3:7])=[CH:31][C:32]=2[O:34][CH:35]2[CH2:40][CH2:39][O:38][CH2:37][CH2:36]2)[N:27]=[CH:26][N:25]=1. The catalyst is CN(C=O)C. The reactants are C(=O)([O-])[O-].[K+].[K+].[CH3:7][O:8][CH2:9][CH2:10]Br.[F:12]C(F)(F)C(O)=O.[Cl:19][C:20]1[CH:21]=[C:22]([CH:43]=[CH:44][CH:45]=1)[N:23](F)[C:24]1[C:33]2[C:28](=[CH:29][C:30]([OH:41])=[CH:31][C:32]=2[O:34][CH:35]2[CH2:40][CH2:39][O:38][CH2:37][CH2:36]2)[N:27]=[CH:26][N:25]=1.